From a dataset of Full USPTO retrosynthesis dataset with 1.9M reactions from patents (1976-2016). Predict the reactants needed to synthesize the given product. Given the product [CH3:1][C:2]1[CH:7]=[CH:6][C:5]([S:8]([NH:11][C@H:12]([C:23]([NH:25][CH2:26][CH2:27][CH2:28][CH2:29][C@H:30]([N:34]([S:39]([C:42]2[CH:43]=[CH:44][C:45]([CH3:48])=[CH:46][CH:47]=2)(=[O:41])=[O:40])[CH2:35][CH:36]([CH3:38])[CH3:37])[C:31]([O:33][CH2:53][CH:51]([OH:52])[CH2:50][OH:49])=[O:32])=[O:24])[CH2:13][C:14]2[C:22]3[C:17](=[CH:18][CH:19]=[CH:20][CH:21]=3)[NH:16][CH:15]=2)(=[O:9])=[O:10])=[CH:4][CH:3]=1, predict the reactants needed to synthesize it. The reactants are: [CH3:1][C:2]1[CH:7]=[CH:6][C:5]([S:8]([NH:11][C@H:12]([C:23]([NH:25][CH2:26][CH2:27][CH2:28][CH2:29][C@H:30]([N:34]([S:39]([C:42]2[CH:47]=[CH:46][C:45]([CH3:48])=[CH:44][CH:43]=2)(=[O:41])=[O:40])[CH2:35][CH:36]([CH3:38])[CH3:37])[C:31]([OH:33])=[O:32])=[O:24])[CH2:13][C:14]2[C:22]3[C:17](=[CH:18][CH:19]=[CH:20][CH:21]=3)[NH:16][CH:15]=2)(=[O:10])=[O:9])=[CH:4][CH:3]=1.[OH:49][CH2:50][CH:51]([CH2:53]O)[OH:52].C(Cl)CCl.